This data is from Catalyst prediction with 721,799 reactions and 888 catalyst types from USPTO. The task is: Predict which catalyst facilitates the given reaction. (1) Reactant: [NH2:1][C:2]1[CH:9]=[CH:8][C:5]([C:6]#[N:7])=[CH:4][CH:3]=1.[C:10](Cl)(=[O:17])[CH2:11][CH2:12][CH2:13][C:14](Cl)=[O:15]. Product: [C:6]([C:5]1[CH:8]=[CH:9][C:2]([NH:1][C:10](=[O:17])[CH2:11][CH2:12][CH2:13][C:14]([NH:1][C:2]2[CH:9]=[CH:8][C:5]([C:6]#[N:7])=[CH:4][CH:3]=2)=[O:15])=[CH:3][CH:4]=1)#[N:7]. The catalyst class is: 9. (2) Reactant: [CH3:1][O:2][C:3]1[CH:4]=[C:5]([CH:11]([CH2:16][C:17]2[CH:18]=[N:19][C:20]3[C:25]([CH:26]=2)=[C:24]([O:27][CH3:28])[CH:23]=[CH:22][CH:21]=3)[C:12]([O:14][CH3:15])=[O:13])[CH:6]=[CH:7][C:8]=1[O:9][CH3:10].[C:29](OC(=O)C)(=[O:31])[CH3:30]. Product: [C:29]([C:6]1[CH:7]=[C:8]([O:9][CH3:10])[C:3]([O:2][CH3:1])=[CH:4][C:5]=1[CH:11]([CH2:16][C:17]1[CH:18]=[N:19][C:20]2[C:25]([CH:26]=1)=[C:24]([O:27][CH3:28])[CH:23]=[CH:22][CH:21]=2)[C:12]([O:14][CH3:15])=[O:13])(=[O:31])[CH3:30]. The catalyst class is: 28. (3) The catalyst class is: 39. Reactant: Cl[C:2]1[CH:3]=[C:4]([C:11]([CH3:24])([CH3:23])[C:12]([N:14]([CH2:19][CH:20]([CH3:22])[CH3:21])[CH2:15][CH:16]([CH3:18])[CH3:17])=[O:13])[CH:5]=[CH:6][C:7]=1[N+:8]([O-:10])=[O:9].[N:25]1([CH2:31][CH2:32][CH2:33][NH2:34])[CH2:30][CH2:29][CH2:28][CH2:27][CH2:26]1.C(=O)([O-])[O-].[K+].[K+].O. Product: [CH2:15]([N:14]([CH2:19][CH:20]([CH3:22])[CH3:21])[C:12](=[O:13])[C:11]([CH3:24])([C:4]1[CH:5]=[CH:6][C:7]([N+:8]([O-:10])=[O:9])=[C:2]([NH:34][CH2:33][CH2:32][CH2:31][N:25]2[CH2:30][CH2:29][CH2:28][CH2:27][CH2:26]2)[CH:3]=1)[CH3:23])[CH:16]([CH3:18])[CH3:17]. (4) Reactant: [CH3:1][NH2:2].Cl[C:4]1[C:5]2[C:6]3[C:7]4[CH:27]=[CH:26][C:25]([O:28][CH3:29])=[CH:24][C:8]=4[N:9]=[C:10]([NH:18][CH2:19][CH2:20][N:21]([CH3:23])[CH3:22])[C:11]=3[C:12](=[O:17])[C:13]=2[CH:14]=[CH:15][N:16]=1. Product: [CH3:23][N:21]([CH3:22])[CH2:20][CH2:19][NH:18][C:10]1[C:11]2[C:12](=[O:17])[C:13]3[CH:14]=[CH:15][N:16]=[C:4]([NH:2][CH3:1])[C:5]=3[C:6]=2[C:7]2[CH:27]=[CH:26][C:25]([O:28][CH3:29])=[CH:24][C:8]=2[N:9]=1. The catalyst class is: 4. (5) Reactant: [N+:1]([C:4]1[CH:5]=[C:6]2[C:10](=[CH:11][CH:12]=1)[NH:9][N:8]=[CH:7]2)([O-:3])=[O:2].C(=O)([O-])[O-].[K+].[K+].[CH2:19](Br)[C:20]1[CH:25]=[CH:24][CH:23]=[CH:22][CH:21]=1. Product: [CH2:19]([N:9]1[C:10]2[C:6](=[CH:5][C:4]([N+:1]([O-:3])=[O:2])=[CH:12][CH:11]=2)[CH:7]=[N:8]1)[C:20]1[CH:25]=[CH:24][CH:23]=[CH:22][CH:21]=1. The catalyst class is: 10. (6) Reactant: C1(P(C2C=CC=CC=2)C2C=CC=CC=2)C=CC=CC=1.[Cl:20][C:21]1[CH:26]=[C:25]([Cl:27])[CH:24]=[CH:23][C:22]=1[CH2:28][CH2:29][OH:30].[CH2:31]([O:33][C:34](=[O:44])[C:35]1[CH:40]=[C:39](O)[C:38]([Br:42])=[C:37]([OH:43])[CH:36]=1)[CH3:32].CCOC(/N=N/C(OCC)=O)=O. Product: [CH2:31]([O:33][C:34](=[O:44])[C:35]1[CH:36]=[C:37]([OH:43])[C:38]([Br:42])=[C:39]([O:30][CH2:29][CH2:28][C:22]2[CH:23]=[CH:24][C:25]([Cl:27])=[CH:26][C:21]=2[Cl:20])[CH:40]=1)[CH3:32]. The catalyst class is: 1. (7) Reactant: [N+:1]([C:4]1[C:9]([C:10]#[N:11])=[C:8]([I:12])[C:7]([O:13][CH3:14])=[C:6]([O:15][CH3:16])[CH:5]=1)([O-])=O.S(S([O-])=O)([O-])=O.[Na+].[Na+]. Product: [NH2:1][C:4]1[C:9]([C:10]#[N:11])=[C:8]([I:12])[C:7]([O:13][CH3:14])=[C:6]([O:15][CH3:16])[CH:5]=1. The catalyst class is: 40. (8) Reactant: [Cl:1][C:2]1[N:3]=[C:4]2[C:9](=[CH:10][CH:11]=1)[N:8]=[CH:7][C:6]([CH:12]=O)=[C:5]2[NH:14][C:15]1[CH:20]=[CH:19][CH:18]=[C:17]([C:21]([F:24])([F:23])[F:22])[CH:16]=1.[CH3:25][NH2:26].[BH4-].[Na+]. Product: [Cl:1][C:2]1[N:3]=[C:4]2[C:9](=[CH:10][CH:11]=1)[N:8]=[CH:7][C:6]([CH2:12][NH:26][CH3:25])=[C:5]2[NH:14][C:15]1[CH:20]=[CH:19][CH:18]=[C:17]([C:21]([F:24])([F:23])[F:22])[CH:16]=1. The catalyst class is: 8. (9) Reactant: [Si]([O:8][CH2:9][CH2:10][N:11]1[C:20]2[C:15](=[CH:16][CH:17]=[CH:18][CH:19]=2)[CH2:14][C@@H:13]([NH:21][C:22]([C:24]2[NH:33][C:27]3=[CH:28][N:29]=[C:30]([Cl:32])[CH:31]=[C:26]3[CH:25]=2)=[O:23])[C:12]1=[O:34])(C(C)(C)C)(C)C.CCCC[N+](CCCC)(CCCC)CCCC.[F-]. The catalyst class is: 1. Product: [OH:8][CH2:9][CH2:10][N:11]1[C:20]2[C:15](=[CH:16][CH:17]=[CH:18][CH:19]=2)[CH2:14][C@@H:13]([NH:21][C:22]([C:24]2[NH:33][C:27]3=[CH:28][N:29]=[C:30]([Cl:32])[CH:31]=[C:26]3[CH:25]=2)=[O:23])[C:12]1=[O:34].